This data is from Reaction yield outcomes from USPTO patents with 853,638 reactions. The task is: Predict the reaction yield, written as a fraction of the theoretical maximum amount of product (1.0 means a 100% yield; for example, 0.34 means a 34% yield). (1) The reactants are [F:1][C:2]1[CH:22]=[CH:21][C:5]([CH2:6][N:7]2[C:11]3=[CH:12][N:13]=[C:14]([C:17]([O:19]C)=O)[C:15]([OH:16])=[C:10]3[CH:9]=[CH:8]2)=[CH:4][CH:3]=1.[OH-].[Na+].[CH3:25][O:26][NH2:27].C(O)(=O)C. The catalyst is CO.O. The product is [F:1][C:2]1[CH:3]=[CH:4][C:5]([CH2:6][N:7]2[C:11]3=[CH:12][N:13]=[C:14]([C:17]([NH:27][O:26][CH3:25])=[O:19])[C:15]([OH:16])=[C:10]3[CH:9]=[CH:8]2)=[CH:21][CH:22]=1. The yield is 0.0560. (2) The reactants are [N:1]1[CH:6]=[CH:5][C:4]([NH2:7])=[N:3][C:2]=1[NH2:8].Cl[CH2:10][CH:11]=O. The catalyst is C(O)C.C([O-])(O)=O.[Na+]. The product is [N:8]1[CH:10]=[CH:11][N:1]2[CH:6]=[CH:5][C:4]([NH2:7])=[N:3][C:2]=12. The yield is 0.600. (3) The reactants are [C:1]([C:5]1[CH:10]=[C:9]([C:11]([F:14])([F:13])[F:12])[C:8]([N+:15]([O-])=O)=[CH:7][C:6]=1[O:18]CC1C=CC=CC=1)([CH3:4])([CH3:3])[CH3:2].C([O-])=O.[NH4+]. The catalyst is CCO.[Pd]. The product is [NH2:15][C:8]1[C:9]([C:11]([F:12])([F:13])[F:14])=[CH:10][C:5]([C:1]([CH3:2])([CH3:3])[CH3:4])=[C:6]([OH:18])[CH:7]=1. The yield is 0.520. (4) The reactants are Br[C:2]1[CH:3]=[N:4][CH:5]=[N:6][CH:7]=1.[C:8]([O:12][CH3:13])(=[O:11])[CH:9]=[CH2:10]. The catalyst is CN(C=O)C.C([O-])(=O)C.[Pd+2].C([O-])(=O)C.C1(C)C=CC=CC=1P(C1C=CC=CC=1C)C1C=CC=CC=1C. The product is [N:4]1[CH:3]=[C:2](/[CH:10]=[CH:9]/[C:8]([O:12][CH3:13])=[O:11])[CH:7]=[N:6][CH:5]=1. The yield is 0.664. (5) The reactants are [Br:1][C:2]1[CH:17]=[CH:16][C:5]([C:6]([C@@H:8]2[CH2:12][CH2:11][CH2:10][C@H:9]2[C:13]([OH:15])=[O:14])=[O:7])=[CH:4][CH:3]=1.[CH3:18]OC(OC)(C)C.Cl. The catalyst is CO. The product is [Br:1][C:2]1[CH:3]=[CH:4][C:5]([C:6]([C@@H:8]2[CH2:12][CH2:11][CH2:10][C@H:9]2[C:13]([O:15][CH3:18])=[O:14])=[O:7])=[CH:16][CH:17]=1. The yield is 0.830.